Dataset: Catalyst prediction with 721,799 reactions and 888 catalyst types from USPTO. Task: Predict which catalyst facilitates the given reaction. (1) Reactant: [CH3:1][N:2]([CH2:4][C:5]1[N:6]([CH2:30][C:31]2[CH:36]=[CH:35][C:34]([C:37]3[CH:42]=[CH:41][C:40]([C:43]([F:46])([F:45])[F:44])=[CH:39][CH:38]=3)=[CH:33][CH:32]=2)[C:7]([CH2:10][N:11]2[C:16]3[CH2:17][CH2:18][CH2:19][C:15]=3[C:14](=[O:20])[N:13]=[C:12]2[S:21][CH2:22][C:23]2[CH:28]=[CH:27][C:26]([F:29])=[CH:25][CH:24]=2)=[N:8][N:9]=1)[CH3:3].[CH3:47][I:48]. Product: [I-:48].[F:29][C:26]1[CH:27]=[CH:28][C:23]([CH2:22][S:21][C:12]2[N:11]([CH2:10][C:7]3[N:6]([CH2:30][C:31]4[CH:36]=[CH:35][C:34]([C:37]5[CH:38]=[CH:39][C:40]([C:43]([F:45])([F:46])[F:44])=[CH:41][CH:42]=5)=[CH:33][CH:32]=4)[C:5]([CH2:4][N+:2]([CH3:47])([CH3:1])[CH3:3])=[N:9][N:8]=3)[C:16]3[CH2:17][CH2:18][CH2:19][C:15]=3[C:14](=[O:20])[N:13]=2)=[CH:24][CH:25]=1. The catalyst class is: 2. (2) Reactant: C(N(CC)CC)C.Cl.[O:9]=[C:10]1[CH:15]([N:16]2[C:24](=[O:25])[C:23]3[C:18](=[CH:19][CH:20]=[CH:21][C:22]=3[CH2:26][NH:27][CH3:28])[C:17]2=[O:29])[CH2:14][CH2:13][C:12](=[O:30])[NH:11]1.[O:31]1[CH:35]=[CH:34][CH:33]=[C:32]1[C:36](Cl)=[O:37]. Product: [O:9]=[C:10]1[CH:15]([N:16]2[C:24](=[O:25])[C:23]3[C:18](=[CH:19][CH:20]=[CH:21][C:22]=3[CH2:26][N:27]([CH3:28])[C:36]([C:32]3[O:31][CH:35]=[CH:34][CH:33]=3)=[O:37])[C:17]2=[O:29])[CH2:14][CH2:13][C:12](=[O:30])[NH:11]1. The catalyst class is: 1. (3) Reactant: Cl.[F:2][C:3]1[CH:4]=[N:5][C:6]2[C:11]([C:12]=1[CH2:13][CH2:14][CH2:15][C:16]1([C:29]([O:31][CH2:32][CH3:33])=[O:30])[CH2:21][CH2:20][N:19](C(OC(C)(C)C)=O)[CH2:18][CH2:17]1)=[CH:10][CH:9]=[CH:8][CH:7]=2. Product: [F:2][C:3]1[CH:4]=[N:5][C:6]2[C:11]([C:12]=1[CH2:13][CH2:14][CH2:15][C:16]1([C:29]([O:31][CH2:32][CH3:33])=[O:30])[CH2:21][CH2:20][NH:19][CH2:18][CH2:17]1)=[CH:10][CH:9]=[CH:8][CH:7]=2. The catalyst class is: 472.